This data is from Peptide-MHC class I binding affinity with 185,985 pairs from IEDB/IMGT. The task is: Regression. Given a peptide amino acid sequence and an MHC pseudo amino acid sequence, predict their binding affinity value. This is MHC class I binding data. (1) The peptide sequence is YANCSSISI. The MHC is HLA-A24:02 with pseudo-sequence HLA-A24:02. The binding affinity (normalized) is 0.335. (2) The peptide sequence is IGYRLGMGK. The MHC is HLA-A02:16 with pseudo-sequence HLA-A02:16. The binding affinity (normalized) is 0.0847. (3) The binding affinity (normalized) is 0.169. The MHC is HLA-A23:01 with pseudo-sequence HLA-A23:01. The peptide sequence is VWKRFEHLCV. (4) The peptide sequence is AQCFKMFYK. The MHC is HLA-A68:01 with pseudo-sequence HLA-A68:01. The binding affinity (normalized) is 0.522. (5) The peptide sequence is RRELSKEKL. The MHC is HLA-A02:01 with pseudo-sequence HLA-A02:01. The binding affinity (normalized) is 0.0847. (6) The peptide sequence is ETINEEAAEW. The MHC is HLA-B14:02 with pseudo-sequence HLA-B14:02. The binding affinity (normalized) is 0. (7) The peptide sequence is NASKTINAL. The MHC is HLA-A68:02 with pseudo-sequence HLA-A68:02. The binding affinity (normalized) is 0.634. (8) The peptide sequence is GLMWLSYFV. The MHC is HLA-B15:01 with pseudo-sequence HLA-B15:01. The binding affinity (normalized) is 0.0847. (9) The peptide sequence is KQMSQPYAV. The MHC is HLA-A02:01 with pseudo-sequence HLA-A02:01. The binding affinity (normalized) is 0.936.